Dataset: Reaction yield outcomes from USPTO patents with 853,638 reactions. Task: Predict the reaction yield, written as a fraction of the theoretical maximum amount of product (1.0 means a 100% yield; for example, 0.34 means a 34% yield). (1) The catalyst is C(OCC)C. The product is [CH3:30][CH:9]([CH3:10])[CH2:8][B:13]1[O:17][C@@H:16]2[CH2:18][C@@H:19]3[CH2:22][C@H:21]([C@:15]2([CH3:25])[O:14]1)[C:20]3([CH3:24])[CH3:23]. The reactants are C[Si](C)(C)N([C@H:8]([B:13]1[O:17][C@@H:16]2[CH2:18][C@@H:19]3[CH2:22][C@H:21]([C@:15]2([CH3:25])[O:14]1)[C:20]3([CH3:24])[CH3:23])[CH2:9][CH:10](C)C)[Si](C)(C)C.Cl.O1CCOC[CH2:30]1. The yield is 0.660. (2) The reactants are [CH3:1][O:2][C:3]1[CH:10]=[C:9]([O:11][CH3:12])[CH:8]=[CH:7][C:4]=1[CH:5]=O.[NH2:13][C:14]1[NH:18][N:17]=[CH:16][C:15]=1[C:19]#[N:20].[N:21]#[C-:22].[CH2:23]1[CH2:27][CH2:26][CH2:25][CH2:24]1.Cl(O)(=O)(=O)=O. The catalyst is CO. The yield is 0.515. The product is [CH:23]1([NH:21][C:22]2[N:18]3[N:17]=[CH:16][C:15]([C:19]#[N:20])=[C:14]3[NH:13][C:5]=2[C:4]2[CH:7]=[CH:8][C:9]([O:11][CH3:12])=[CH:10][C:3]=2[O:2][CH3:1])[CH2:27][CH2:26][CH2:25][CH2:24]1. (3) The reactants are [OH:1][CH2:2][CH:3]([CH2:7][CH2:8][CH2:9][OH:10])[CH2:4][CH2:5][OH:6].[C:11]1([CH3:21])[CH:16]=[CH:15][C:14]([S:17](Cl)(=[O:19])=[O:18])=[CH:13][CH:12]=1. The catalyst is N1C=CC=CC=1. The product is [S:17]([O:6][CH2:5][CH2:4][CH:3]([CH2:2][O:1][S:17]([C:14]1[CH:15]=[CH:16][C:11]([CH3:21])=[CH:12][CH:13]=1)(=[O:19])=[O:18])[CH2:7][CH2:8][CH2:9][O:10][S:17]([C:14]1[CH:15]=[CH:16][C:11]([CH3:21])=[CH:12][CH:13]=1)(=[O:19])=[O:18])([C:14]1[CH:15]=[CH:16][C:11]([CH3:21])=[CH:12][CH:13]=1)(=[O:19])=[O:18]. The yield is 0.600. (4) The product is [F:1][C:2]1[CH:3]=[CH:4][C:5]([NH:8][NH:9][C:17]([C@@H:13]2[CH2:12][C@@H:11]([F:10])[CH2:15][N:14]2[CH3:16])=[O:18])=[N:6][CH:7]=1. The catalyst is C(Cl)Cl.CN(C=O)C.O. The yield is 0.350. The reactants are [F:1][C:2]1[CH:3]=[CH:4][C:5]([NH:8][NH2:9])=[N:6][CH:7]=1.[F:10][C@H:11]1[CH2:15][N:14]([CH3:16])[C@H:13]([C:17](O)=[O:18])[CH2:12]1.C1C=CC2N(O)N=NC=2C=1.C(Cl)CCl. (5) The reactants are [CH2:1]([O:4][C:5]1([CH3:46])[CH2:10][CH2:9][N:8]([C:11]2[N:16]3[N:17]=[C:18]([CH2:20][O:21][CH2:22][C:23]4[CH:28]=[C:27]([F:29])[CH:26]=[CH:25][C:24]=4[O:30][C@H:31]([CH2:33]C=C)[CH3:32])[CH:19]=[C:15]3[N:14]=[C:13]([CH3:36])[C:12]=2[C@H:37]([O:41][C:42]([CH3:45])([CH3:44])[CH3:43])[C:38]([OH:40])=[O:39])[CH2:7][CH2:6]1)[CH:2]=[CH2:3]. The catalyst is ClCCCl.C1(C)C=C(C)C=C(C)C=1N1CCN(C2C(C)=CC(C)=CC=2C)C1=[Ru](Cl)(Cl)=CC1C=CC=CC=1OC(C)C.CC1C=C(C)C(N2C(=[Ru](Cl)(Cl)=CC3C=CC=CC=3OC(C)C)N(C3C(C)=CC(C)=CC=3C)CC2)=C(C)C=1.[Cu]I. The product is [C:42]([O:41][C@@H:37]([C:12]1[C:13]([CH3:36])=[N:14][C:15]2=[CH:19][C:18]3=[N:17][N:16]2[C:11]=1[N:8]1[CH2:9][CH2:10][C:5]([CH3:46])([O:4][CH2:1][CH:2]=[CH:3][CH2:32][C@H:31]([CH3:33])[O:30][C:24]2[C:23]([CH2:22][O:21][CH2:20]3)=[CH:28][C:27]([F:29])=[CH:26][CH:25]=2)[CH2:6][CH2:7]1)[C:38]([OH:40])=[O:39])([CH3:43])([CH3:44])[CH3:45]. The yield is 0.502. (6) The product is [CH3:12][C:7]([CH3:13])([CH2:8][C:9]([O:11][C@H:16]1[CH2:33][CH2:32][C@@:31]2([CH3:34])[C@@H:18]([CH2:19][CH2:20][C@:21]3([CH3:53])[C@@H:30]2[CH2:29][CH2:28][C@H:27]2[C@@:22]3([CH3:52])[CH2:23][CH2:24][C@@:25]3([CH2:42][CH2:43][NH:44][C:45]([O:46][C:47]([CH3:50])([CH3:49])[CH3:48])=[O:51])[CH2:37][C:36](=[O:38])[C:35]([CH:39]([CH3:40])[CH3:41])=[C:26]32)[C:17]1([CH3:55])[CH3:54])=[O:10])[C:6]([O:5][C:1]([CH3:4])([CH3:2])[CH3:3])=[O:14]. The reactants are [C:1]([O:5][C:6](=[O:14])[C:7]([CH3:13])([CH3:12])[CH2:8][C:9]([OH:11])=[O:10])([CH3:4])([CH3:3])[CH3:2].O[C@H:16]1[CH2:33][CH2:32][C@@:31]2([CH3:34])[C@@H:18]([CH2:19][CH2:20][C@:21]3([CH3:53])[C@@H:30]2[CH2:29][CH2:28][C@H:27]2[C@@:22]3([CH3:52])[CH2:23][CH2:24][C@@:25]3([CH2:42][CH2:43][NH:44][C:45](=[O:51])[O:46][C:47]([CH3:50])([CH3:49])[CH3:48])[CH2:37][C:36](=[O:38])[C:35]([CH:39]([CH3:41])[CH3:40])=[C:26]32)[C:17]1([CH3:55])[CH3:54].[NH4+].[Cl-].CC(=O)OCC. The yield is 0.920. The catalyst is CN(C1C=CN=CC=1)C.ClCCl.